Dataset: Reaction yield outcomes from USPTO patents with 853,638 reactions. Task: Predict the reaction yield, written as a fraction of the theoretical maximum amount of product (1.0 means a 100% yield; for example, 0.34 means a 34% yield). (1) The reactants are [C:1]1([CH2:7][C:8]([NH2:10])=[O:9])[CH:6]=[CH:5][CH:4]=[CH:3][CH:2]=1.C(Cl)(=O)[C:12](Cl)=[O:13].[NH2:17][C:18]1[CH:44]=[CH:43][C:21]([O:22][C:23]2[CH:28]=[CH:27][N:26]=[C:25]([NH:29][C:30]([N:32]3[CH2:37][CH2:36][CH:35]([N:38]4[CH2:42][CH2:41][CH2:40][CH2:39]4)[CH2:34][CH2:33]3)=[O:31])[CH:24]=2)=[C:20]([F:45])[CH:19]=1. The catalyst is ClCCCl.CN(C)C=O.C(OCC)(=O)C. The product is [F:45][C:20]1[CH:19]=[C:18]([NH:17][C:12]([NH:10][C:8](=[O:9])[CH2:7][C:1]2[CH:6]=[CH:5][CH:4]=[CH:3][CH:2]=2)=[O:13])[CH:44]=[CH:43][C:21]=1[O:22][C:23]1[CH:28]=[CH:27][N:26]=[C:25]([NH:29][C:30]([N:32]2[CH2:37][CH2:36][CH:35]([N:38]3[CH2:42][CH2:41][CH2:40][CH2:39]3)[CH2:34][CH2:33]2)=[O:31])[CH:24]=1. The yield is 0.280. (2) The catalyst is C1C=CC([P]([Pd]([P](C2C=CC=CC=2)(C2C=CC=CC=2)C2C=CC=CC=2)([P](C2C=CC=CC=2)(C2C=CC=CC=2)C2C=CC=CC=2)[P](C2C=CC=CC=2)(C2C=CC=CC=2)C2C=CC=CC=2)(C2C=CC=CC=2)C2C=CC=CC=2)=CC=1. The yield is 0.840. The product is [CH2:17]([N:19]1[CH:23]=[C:22]([C:2]2[CH:7]=[C:6]([O:8][C:9]3[CH:15]=[CH:14][C:12]([NH2:13])=[C:11]([F:16])[CH:10]=3)[CH:5]=[CH:4][N:3]=2)[CH:21]=[N:20]1)[CH3:18]. The reactants are Cl[C:2]1[CH:7]=[C:6]([O:8][C:9]2[CH:15]=[CH:14][C:12]([NH2:13])=[C:11]([F:16])[CH:10]=2)[CH:5]=[CH:4][N:3]=1.[CH2:17]([N:19]1[CH:23]=[C:22](B2OC(C)(C)C(C)(C)O2)[CH:21]=[N:20]1)[CH3:18].C([O-])([O-])=O.[Na+].[Na+].